From a dataset of Forward reaction prediction with 1.9M reactions from USPTO patents (1976-2016). Predict the product of the given reaction. (1) Given the reactants [F:1][C:2]1[CH:3]=[C:4](B(O)O)[CH:5]=[CH:6][C:7]=1[F:8].[N:12]1([CH2:17][C:18]2[CH:19]=[CH:20][C:21](Br)=[N:22][CH:23]=2)[CH:16]=[CH:15][N:14]=[CH:13]1, predict the reaction product. The product is: [F:1][C:2]1[CH:3]=[C:4]([C:21]2[CH:20]=[CH:19][C:18]([CH2:17][N:12]3[CH:16]=[CH:15][N:14]=[CH:13]3)=[CH:23][N:22]=2)[CH:5]=[CH:6][C:7]=1[F:8]. (2) Given the reactants [CH3:1][O:2][C:3](=[O:14])[C:4]1[CH:9]=[C:8](Cl)[N:7]=[C:6]([C:11](=[O:13])[CH3:12])[CH:5]=1.C1(P(C2C=CC=CC=2)C2C=CC3C(=CC=CC=3)C=2C2C3C(=CC=CC=3)C=CC=2P(C2C=CC=CC=2)C2C=CC=CC=2)C=CC=CC=1.C(=O)([O-])[O-].[Cs+].[Cs+].[C@@H:67]([NH2:71])([CH2:69][CH3:70])[CH3:68], predict the reaction product. The product is: [CH3:1][O:2][C:3](=[O:14])[C:4]1[CH:9]=[C:8]([NH:71][C@H:67]([CH2:69][CH3:70])[CH3:68])[N:7]=[C:6]([C:11](=[O:13])[CH3:12])[CH:5]=1. (3) Given the reactants F[C:2]1[C:7]([F:8])=[C:6]([CH3:9])[C:5]([F:10])=[C:4]([O:11][C:12]2[CH:16]=[C:15]([C:17]([F:20])([F:19])[F:18])[S:14][CH:13]=2)[N:3]=1.[F:21][C:22]([F:29])([F:28])[C:23]1[CH:27]=[CH:26][NH:25][N:24]=1.C(=O)([O-])[O-].[K+].[K+], predict the reaction product. The product is: [F:8][C:7]1[C:2]([N:25]2[CH:26]=[CH:27][C:23]([C:22]([F:29])([F:28])[F:21])=[N:24]2)=[N:3][C:4]([O:11][C:12]2[CH:16]=[C:15]([C:17]([F:20])([F:19])[F:18])[S:14][CH:13]=2)=[C:5]([F:10])[C:6]=1[CH3:9]. (4) Given the reactants [CH3:1][O:2][C:3]1[CH:4]=[C:5]([CH:21]=[CH:22][C:23]=1[O:24][CH3:25])[CH2:6][CH:7]1[C:16]2[C:11](=[CH:12][C:13]([O:19][CH3:20])=[C:14]([O:17][CH3:18])[CH:15]=2)[CH2:10][CH2:9][NH:8]1.Br[CH2:27][C:28](Br)=[O:29].[NH2:31][CH:32]1[C:40]2[C:35](=[C:36]([O:41][CH3:42])[CH:37]=[CH:38][CH:39]=2)[CH2:34][CH2:33]1, predict the reaction product. The product is: [CH3:1][O:2][C:3]1[CH:4]=[C:5]([CH:21]=[CH:22][C:23]=1[O:24][CH3:25])[CH2:6][CH:7]1[C:16]2[C:11](=[CH:12][C:13]([O:19][CH3:20])=[C:14]([O:17][CH3:18])[CH:15]=2)[CH2:10][CH2:9][N:8]1[CH2:27][C:28]([NH:31][CH:32]1[C:40]2[C:35](=[C:36]([O:41][CH3:42])[CH:37]=[CH:38][CH:39]=2)[CH2:34][CH2:33]1)=[O:29]. (5) Given the reactants CC1(C)C(C)(C)OB([C:9]2[CH:10]=[C:11]([C:15]3([CH2:19][NH:20][C:21](=[O:27])[O:22][C:23]([CH3:26])([CH3:25])[CH3:24])[CH2:18][O:17][CH2:16]3)[CH:12]=[CH:13][CH:14]=2)O1.I[C:30]1[CH:35]=[CH:34][N:33]=[C:32]2[N:36]([C:43]([C:56]3[CH:61]=[CH:60][CH:59]=[CH:58][CH:57]=3)([C:50]3[CH:55]=[CH:54][CH:53]=[CH:52][CH:51]=3)[C:44]3[CH:49]=[CH:48][CH:47]=[CH:46][CH:45]=3)[N:37]=[C:38]([C:39]([F:42])([F:41])[F:40])[C:31]=12.C(=O)([O-])[O-].[Na+].[Na+].O, predict the reaction product. The product is: [F:40][C:39]([F:42])([F:41])[C:38]1[C:31]2[C:32](=[N:33][CH:34]=[CH:35][C:30]=2[C:9]2[CH:10]=[C:11]([C:15]3([CH2:19][NH:20][C:21](=[O:27])[O:22][C:23]([CH3:25])([CH3:24])[CH3:26])[CH2:16][O:17][CH2:18]3)[CH:12]=[CH:13][CH:14]=2)[N:36]([C:43]([C:56]2[CH:61]=[CH:60][CH:59]=[CH:58][CH:57]=2)([C:50]2[CH:55]=[CH:54][CH:53]=[CH:52][CH:51]=2)[C:44]2[CH:49]=[CH:48][CH:47]=[CH:46][CH:45]=2)[N:37]=1. (6) Given the reactants [Al+3].[Cl-].[Cl-].[Cl-].C([N:12]1[C:20]2[C:15](=[CH:16][C:17]([Cl:21])=[CH:18][CH:19]=2)[CH:14]=[C:13]1[C:22]([CH:24]([CH2:36][CH2:37][CH3:38])[CH2:25][C:26]1[CH:35]=[CH:34][C:29]([C:30]([O:32][CH3:33])=[O:31])=[CH:28][CH:27]=1)=[O:23])C1C=CC=CC=1, predict the reaction product. The product is: [Cl:21][C:17]1[CH:16]=[C:15]2[C:20](=[CH:19][CH:18]=1)[NH:12][C:13]([C:22]([CH:24]([CH2:36][CH2:37][CH3:38])[CH2:25][C:26]1[CH:35]=[CH:34][C:29]([C:30]([O:32][CH3:33])=[O:31])=[CH:28][CH:27]=1)=[O:23])=[CH:14]2.